This data is from Full USPTO retrosynthesis dataset with 1.9M reactions from patents (1976-2016). The task is: Predict the reactants needed to synthesize the given product. (1) Given the product [CH2:1]([N:3]1[C:7]2=[N:8][C:9]([CH2:48][CH3:49])=[C:10]([CH2:19][NH:20][C:21]([C:23]3[CH:28]=[CH:27][CH:26]=[C:25]([C:29]([NH:31][CH2:32][C:33]4[CH:34]=[C:35]([C:40]5[CH:45]=[CH:44][CH:43]=[C:42]([CH2:46][N:55]6[CH2:54][C@H:53]([CH3:57])[NH:52][C@H:51]([CH3:50])[CH2:56]6)[CH:41]=5)[C:36]([F:39])=[CH:37][CH:38]=4)=[O:30])[N:24]=3)=[O:22])[C:11]([NH:12][CH:13]3[CH2:18][CH2:17][O:16][CH2:15][CH2:14]3)=[C:6]2[CH:5]=[N:4]1)[CH3:2], predict the reactants needed to synthesize it. The reactants are: [CH2:1]([N:3]1[C:7]2=[N:8][C:9]([CH2:48][CH3:49])=[C:10]([CH2:19][NH:20][C:21]([C:23]3[CH:28]=[CH:27][CH:26]=[C:25]([C:29]([NH:31][CH2:32][C:33]4[CH:34]=[C:35]([C:40]5[CH:45]=[CH:44][CH:43]=[C:42]([CH:46]=O)[CH:41]=5)[C:36]([F:39])=[CH:37][CH:38]=4)=[O:30])[N:24]=3)=[O:22])[C:11]([NH:12][CH:13]3[CH2:18][CH2:17][O:16][CH2:15][CH2:14]3)=[C:6]2[CH:5]=[N:4]1)[CH3:2].[CH3:50][C@@H:51]1[CH2:56][NH:55][CH2:54][C@H:53]([CH3:57])[NH:52]1.C(O)(=O)C. (2) Given the product [C:1]([C:9]1[CH:10]=[N:11][C:12]2[C:17]([C:18]=1[C:19]1[CH:20]=[C:21]([CH:24]=[CH:25][CH:26]=1)[CH2:22][NH:31][C:32]1[CH:33]=[CH:34][C:35]([C:36]([NH:38][CH2:39][CH2:40][C:41]([OH:43])=[O:42])=[O:37])=[CH:44][CH:45]=1)=[CH:16][CH:15]=[CH:14][C:13]=2[C:27]([F:30])([F:29])[F:28])(=[O:8])[C:2]1[CH:3]=[CH:4][CH:5]=[CH:6][CH:7]=1, predict the reactants needed to synthesize it. The reactants are: [C:1]([C:9]1[CH:10]=[N:11][C:12]2[C:17]([C:18]=1[C:19]1[CH:20]=[C:21]([CH:24]=[CH:25][CH:26]=1)[CH:22]=O)=[CH:16][CH:15]=[CH:14][C:13]=2[C:27]([F:30])([F:29])[F:28])(=[O:8])[C:2]1[CH:7]=[CH:6][CH:5]=[CH:4][CH:3]=1.[NH2:31][C:32]1[CH:45]=[CH:44][C:35]([C:36]([NH:38][CH2:39][CH2:40][C:41]([OH:43])=[O:42])=[O:37])=[CH:34][CH:33]=1. (3) Given the product [C:1]([O:5][C:6]([N:8]1[C:17]2[C:12](=[CH:13][C:14]([Br:18])=[CH:15][N:16]=2)[C:11](=[O:19])[CH2:10][CH2:9]1)=[O:7])([CH3:4])([CH3:2])[CH3:3], predict the reactants needed to synthesize it. The reactants are: [C:1]([O:5][C:6]([N:8]1[C:17]2[C:12](=[CH:13][C:14]([Br:18])=[CH:15][N:16]=2)[CH2:11][CH2:10][CH2:9]1)=[O:7])([CH3:4])([CH3:3])[CH3:2].[O-:19]S([O-])=O.[Na+].[Na+].CCOC(C)=O.C(Cl)Cl. (4) Given the product [CH3:23][C:24]1([CH3:49])[CH2:37][O:20][C:12]2[CH:13]=[C:14]([C:17](=[O:19])[CH3:18])[CH:15]=[CH:16][C:11]=2[C:3]2[CH:4]=[CH:5][C:6]([C:8](=[O:10])[CH3:9])=[CH:7][C:2]=2[O:1][CH2:25]1, predict the reactants needed to synthesize it. The reactants are: [OH:1][C:2]1[CH:7]=[C:6]([C:8](=[O:10])[CH3:9])[CH:5]=[CH:4][C:3]=1[C:11]1[CH:16]=[CH:15][C:14]([C:17](=[O:19])[CH3:18])=[CH:13][C:12]=1[OH:20].[OH-].[Na+].[CH3:23][C:24]([CH3:49])([CH2:37]C1C=C(C)C=CC=1S([O-])(=O)=O)[CH2:25]C1C=C(C)C=CC=1S([O-])(=O)=O.